Dataset: Full USPTO retrosynthesis dataset with 1.9M reactions from patents (1976-2016). Task: Predict the reactants needed to synthesize the given product. (1) The reactants are: [Cl:1][C:2]1[CH:3]=[C:4]([NH:16][C:17]2[C:26]3[C:21](=[CH:22][CH:23]=[CH:24][C:25]=3[O:27][C@@H:28]([CH3:33])[C:29](OC)=[O:30])[N:20]=[CH:19][N:18]=2)[CH:5]=[CH:6][C:7]=1[O:8][CH2:9][C:10]1[CH:15]=[CH:14][CH:13]=[CH:12][N:11]=1.[NH:34]1[CH2:38][CH2:37][C@H:36]([OH:39])[CH2:35]1. Given the product [Cl:1][C:2]1[CH:3]=[C:4]([NH:16][C:17]2[C:26]3[C:21](=[CH:22][CH:23]=[CH:24][C:25]=3[O:27][C@@H:28]([CH3:33])[C:29]([N:34]3[CH2:38][CH2:37][C@H:36]([OH:39])[CH2:35]3)=[O:30])[N:20]=[CH:19][N:18]=2)[CH:5]=[CH:6][C:7]=1[O:8][CH2:9][C:10]1[CH:15]=[CH:14][CH:13]=[CH:12][N:11]=1, predict the reactants needed to synthesize it. (2) The reactants are: N#N.[Cl:3][C:4]1[CH:33]=[CH:32][C:7]([CH2:8][N:9]2[C:17]3[C:12](=[CH:13][C:14]([CH:18]=[C:19]4[S:23][C:22]([N:24]5[CH2:29][CH2:28][N:27]([CH3:30])[CH2:26][CH2:25]5)=[N:21][C:20]4=[O:31])=[CH:15][CH:16]=3)[CH:11]=[N:10]2)=[C:6](I)[CH:5]=1.C1(C2C=CC=CC=2)C=CC=CC=1P(C(C)(C)C)C(C)(C)C.C([Sn](CCCC)(CCCC)[C:61]([O:63]CC)=[CH2:62])CCC.Cl. Given the product [C:61]([C:6]1[CH:5]=[C:4]([Cl:3])[CH:33]=[CH:32][C:7]=1[CH2:8][N:9]1[C:17]2[C:12](=[CH:13][C:14]([CH:18]=[C:19]3[S:23][C:22]([N:24]4[CH2:29][CH2:28][N:27]([CH3:30])[CH2:26][CH2:25]4)=[N:21][C:20]3=[O:31])=[CH:15][CH:16]=2)[CH:11]=[N:10]1)(=[O:63])[CH3:62], predict the reactants needed to synthesize it.